From a dataset of Forward reaction prediction with 1.9M reactions from USPTO patents (1976-2016). Predict the product of the given reaction. (1) Given the reactants [N:1]1([CH2:10][C:11]2[CH:12]=[CH:13][C:14]([O:26][CH3:27])=[C:15]([C:17]3[CH:18]=[CH:19][C:20]4[C:21]([CH:25]=3)=[N:22][O:23]N=4)[CH:16]=2)[C:5]2[CH:6]=[CH:7][CH:8]=[CH:9][C:4]=2[N:3]=[CH:2]1.BrC1C=C(C=CC=1[O:45]C)CN1C2C=CC=CC=2N=C1.C(=O)([O-])[O-].[Cs+].[Cs+].C1(P(C2C=CC=CC=2)C2C=CC=CC=2)C=CC=CC=1.O1C2C=CC(B(O)O)=CC=2OC1, predict the reaction product. The product is: [CH3:27][O:26][C:14]1[C:15]([C:17]2[CH:18]=[CH:19][CH:20]=[C:21]([N+:22]([O-:23])=[O:45])[CH:25]=2)=[CH:16][C:11]([CH2:10][N:1]2[C:5]3[CH:6]=[CH:7][CH:8]=[CH:9][C:4]=3[N:3]=[CH:2]2)=[CH:12][CH:13]=1. (2) Given the reactants [Cl:1][C:2]1[CH:7]=[CH:6][C:5]([Cl:8])=[CH:4][C:3]=1/[CH:9]=[CH:10]/[C:11]([C:13]1[CH:14]=[N:15][C:16]([O:19]C)=[CH:17][CH:18]=1)=[O:12].Cl, predict the reaction product. The product is: [Cl:1][C:2]1[CH:7]=[CH:6][C:5]([Cl:8])=[CH:4][C:3]=1/[CH:9]=[CH:10]/[C:11]([C:13]1[CH:18]=[CH:17][C:16](=[O:19])[NH:15][CH:14]=1)=[O:12]. (3) Given the reactants Cl[C:2]1[C:11]([N:12]([CH3:16])[CH:13]([CH3:15])[CH3:14])=[N:10][C:9]2[C:4](=[CH:5][CH:6]=[C:7]([C:17]([O:19][CH3:20])=[O:18])[CH:8]=2)[N:3]=1.[Cl:21][C:22]1[CH:39]=[CH:38][C:25]2[CH:26]=[C:27](B3OC(C)(C)C(C)(C)O3)[O:28][C:24]=2[CH:23]=1.[O-]P([O-])([O-])=O.[K+].[K+].[K+], predict the reaction product. The product is: [Cl:21][C:22]1[CH:39]=[CH:38][C:25]2[CH:26]=[C:27]([C:2]3[C:11]([N:12]([CH3:16])[CH:13]([CH3:15])[CH3:14])=[N:10][C:9]4[C:4](=[CH:5][CH:6]=[C:7]([C:17]([O:19][CH3:20])=[O:18])[CH:8]=4)[N:3]=3)[O:28][C:24]=2[CH:23]=1. (4) Given the reactants [CH3:1][C:2]([O:5][C:6]([NH:8][C@H:9]([C:16]([OH:18])=O)[CH:10]1[CH2:15][CH2:14][CH2:13][CH2:12][CH2:11]1)=[O:7])([CH3:4])[CH3:3].ON1C2C=CC=CC=2N=N1.C(N(C(C)C)CC)(C)C.[CH2:38]([O:45][N:46]=[CH:47][CH:48]1[CH2:52][CH2:51][CH2:50][NH:49]1)[C:39]1[CH:44]=[CH:43][CH:42]=[CH:41][CH:40]=1, predict the reaction product. The product is: [C:2]([O:5][C:6](=[O:7])[NH:8][C@@H:9]([CH:10]1[CH2:11][CH2:12][CH2:13][CH2:14][CH2:15]1)[C:16]([N:49]1[CH2:50][CH2:51][C:47](=[N:46][O:45][CH2:38][C:39]2[CH:40]=[CH:41][CH:42]=[CH:43][CH:44]=2)[CH:48]1[CH3:52])=[O:18])([CH3:1])([CH3:3])[CH3:4]. (5) Given the reactants [CH:1](=O)[C:2]1[CH:7]=[CH:6][CH:5]=[CH:4][CH:3]=1.Cl.[NH2:10][CH2:11][CH2:12][C:13]1[C:17]2=[C:18]3[C:23](=[CH:24][CH:25]=[C:16]2[NH:15][CH:14]=1)[C:22](=[O:26])[NH:21][CH:20]=[CH:19]3.[BH4-], predict the reaction product. The product is: [CH2:1]([NH:10][CH2:11][CH2:12][CH:13]1[C:17]2=[C:18]3[C:23](=[CH:24][CH:25]=[C:16]2[N:15]=[CH:14]1)[C:22](=[O:26])[NH:21][CH:20]=[CH:19]3)[C:2]1[CH:7]=[CH:6][CH:5]=[CH:4][CH:3]=1. (6) Given the reactants [Cl:1][C:2]1[C:7]([F:8])=[CH:6][CH:5]=[C:4]([O:9][CH3:10])[C:3]=1[C@H:11]([C:13]1[C:21]2[C:16](=[N:17][CH:18]=[C:19](B3OC(C)(C)C(C)(C)O3)[CH:20]=2)[NH:15][CH:14]=1)[CH3:12].Br[C:32]1[C:33]([C:45]([F:48])([F:47])[F:46])=[N:34][N:35]([CH2:37][C@@H:38]2[CH2:42][O:41]C(C)(C)[O:39]2)[CH:36]=1.C([O-])([O-])=O.[K+].[K+].O.Cl, predict the reaction product. The product is: [Cl:1][C:2]1[C:7]([F:8])=[CH:6][CH:5]=[C:4]([O:9][CH3:10])[C:3]=1[C@H:11]([C:13]1[C:21]2[C:16](=[N:17][CH:18]=[C:19]([C:32]3[C:33]([C:45]([F:47])([F:48])[F:46])=[N:34][N:35]([CH2:37][C@@H:38]([OH:39])[CH2:42][OH:41])[CH:36]=3)[CH:20]=2)[NH:15][CH:14]=1)[CH3:12]. (7) Given the reactants ClC1C=CC(CS(Cl)(=O)=O)=CC=1.C[C:14]([NH2:18])(C#C)C.Br[CH2:20][C:21]1[C:22]([CH3:36])([CH3:35])[NH:23][S:24](=[O:34])(=[O:33])[C:25]=1[C:26]1[CH:31]=[CH:30][C:29]([Cl:32])=[CH:28][CH:27]=1.C(N)C.CN, predict the reaction product. The product is: [Cl:32][C:29]1[CH:30]=[CH:31][C:26]([C:25]2[S:24](=[O:34])(=[O:33])[NH:23][C:22]([CH3:36])([CH3:35])[C:21]=2[CH2:20][NH:18][CH3:14])=[CH:27][CH:28]=1.